This data is from Full USPTO retrosynthesis dataset with 1.9M reactions from patents (1976-2016). The task is: Predict the reactants needed to synthesize the given product. (1) The reactants are: [F:1][C:2]1[CH:7]=[C:6]([N+:8]([O-:10])=[O:9])[CH:5]=[CH:4][C:3]=1[CH3:11].[Br:12]([O-])(=O)=O.[Na+].CCOC(C)=O.S(=O)(O)[O-].[Na+]. Given the product [Br:12][CH2:11][C:3]1[CH:4]=[CH:5][C:6]([N+:8]([O-:10])=[O:9])=[CH:7][C:2]=1[F:1], predict the reactants needed to synthesize it. (2) Given the product [C:1]([C:4]1[S:5][CH:6]=[CH:7][C:8]=1[CH2:9][N:10]1[C:16]2[CH:17]=[CH:18][CH:19]=[CH:20][C:15]=2[C:14]([CH:21]([CH3:22])[CH3:23])=[N:13][CH:12]([NH:24][C:34]([NH:33][C:29]2[CH:30]=[CH:31][CH:32]=[C:27]([CH3:26])[CH:28]=2)=[O:35])[C:11]1=[O:25])(=[O:3])[CH3:2], predict the reactants needed to synthesize it. The reactants are: [C:1]([C:4]1[S:5][CH:6]=[CH:7][C:8]=1[CH2:9][N:10]1[C:16]2[CH:17]=[CH:18][CH:19]=[CH:20][C:15]=2[C:14]([CH:21]([CH3:23])[CH3:22])=[N:13][CH:12]([NH2:24])[C:11]1=[O:25])(=[O:3])[CH3:2].[CH3:26][C:27]1[CH:28]=[C:29]([N:33]=[C:34]=[O:35])[CH:30]=[CH:31][CH:32]=1. (3) Given the product [CH3:31][C:23]1[CH:28]=[CH:27][C:26]([CH:29]([OH:30])[C:10]2[CH:15]=[CH:14][CH:13]=[CH:12][CH:11]=2)=[CH:25][CH:24]=1, predict the reactants needed to synthesize it. The reactants are: ClCCl.O1CCOCC1.[C:10]1([Mg][C:10]2[CH:15]=[CH:14][CH:13]=[CH:12][CH:11]=2)[CH:15]=[CH:14][CH:13]=[CH:12][CH:11]=1.[C:23]1([CH3:31])[CH:28]=[CH:27][C:26]([CH:29]=[O:30])=[CH:25][CH:24]=1.Cl.